From a dataset of Full USPTO retrosynthesis dataset with 1.9M reactions from patents (1976-2016). Predict the reactants needed to synthesize the given product. (1) Given the product [CH2:36]1[C:37](=[O:38])[N:33]([O:3][C:2]([CH2:4][CH2:5][CH2:6][CH2:7][C@@H:8]2[S:9][CH2:10][C@@H:11]3[NH:12][C:13]([NH:15][C@H:16]23)=[O:14])=[O:1])[C:34](=[O:39])[CH2:35]1, predict the reactants needed to synthesize it. The reactants are: [OH:1][C:2]([CH2:4][CH2:5][CH2:6][CH2:7][C@H:8]1[C@@H:16]2[C@@H:11]([NH:12][C:13]([NH:15]2)=[O:14])[CH2:10][S:9]1)=[O:3].C(N1C=CN=C1)(N1C=CN=C1)=O.C(=O)=O.O[N:33]1[C:37](=[O:38])[CH2:36][CH2:35][C:34]1=[O:39]. (2) Given the product [F:1][C:2]1[CH:3]=[N:4][C:5]([NH:8][C:9]2[S:10][C:11]3[CH2:17][CH2:16][N:15]([CH2:18][CH2:19][OH:20])[C:14]4=[N:22][NH:23][CH:24]=[C:13]4[C:12]=3[N:25]=2)=[N:6][CH:7]=1, predict the reactants needed to synthesize it. The reactants are: [F:1][C:2]1[CH:3]=[N:4][C:5]([NH:8][C:9]2[S:10][C:11]3[CH2:17][CH2:16][N:15]([CH2:18][CH2:19][O:20]C)[C:14]4=[N:22][NH:23][CH:24]=[C:13]4[C:12]=3[N:25]=2)=[N:6][CH:7]=1.B(Br)(Br)Br. (3) Given the product [CH2:1]([O:3][C:4](=[O:16])[CH2:5][N:6]1[C:14]2[C:9](=[CH:10][CH:11]=[C:12]([O:15][CH2:27][C:26]3[C:21]([CH2:20][CH:17]4[CH2:19][CH2:18]4)=[N:22][C:23]([C:33]4[CH:34]=[CH:35][C:36]([O:39][C:40]([F:43])([F:41])[F:42])=[CH:37][CH:38]=4)=[CH:24][C:25]=3[C:29]([F:30])([F:32])[F:31])[CH:13]=2)[CH:8]=[CH:7]1)[CH3:2], predict the reactants needed to synthesize it. The reactants are: [CH2:1]([O:3][C:4](=[O:16])[CH2:5][N:6]1[C:14]2[C:9](=[CH:10][CH:11]=[C:12]([OH:15])[CH:13]=2)[CH:8]=[CH:7]1)[CH3:2].[CH:17]1([CH2:20][C:21]2[C:26]([CH2:27]O)=[C:25]([C:29]([F:32])([F:31])[F:30])[CH:24]=[C:23]([C:33]3[CH:38]=[CH:37][C:36]([O:39][C:40]([F:43])([F:42])[F:41])=[CH:35][CH:34]=3)[N:22]=2)[CH2:19][CH2:18]1.C(P(CCCC)CCCC)CCC.CN(C)C(N=NC(N(C)C)=O)=O. (4) The reactants are: [CH:1]([C:3]1[CH:4]=[C:5](B(O)O)[CH:6]=[CH:7][CH:8]=1)=[O:2].Br[C:13]1[CH:18]=[CH:17][CH:16]=[C:15]([O:19][CH3:20])[N:14]=1.C([O-])([O-])=O.[K+].[K+]. Given the product [CH3:20][O:19][C:15]1[N:14]=[C:13]([C:5]2[CH:4]=[C:3]([CH:8]=[CH:7][CH:6]=2)[CH:1]=[O:2])[CH:18]=[CH:17][CH:16]=1, predict the reactants needed to synthesize it. (5) Given the product [CH3:1][O:2][C:3]1[N:8]=[CH:7][C:6]([NH:9][C:10]2[N:14]([C:15]3[CH:20]=[C:19]([S:21]([CH3:22])=[O:30])[N:18]=[C:17]([CH3:23])[N:16]=3)[N:13]=[C:12]([CH3:24])[CH:11]=2)=[CH:5][CH:4]=1, predict the reactants needed to synthesize it. The reactants are: [CH3:1][O:2][C:3]1[N:8]=[CH:7][C:6]([NH:9][C:10]2[N:14]([C:15]3[CH:20]=[C:19]([S:21][CH3:22])[N:18]=[C:17]([CH3:23])[N:16]=3)[N:13]=[C:12]([CH3:24])[CH:11]=2)=[CH:5][CH:4]=1.ClC1C=C(C=CC=1)C(OO)=[O:30]. (6) Given the product [CH2:1]([O:3][C:4]([N:6]1[CH2:11][CH2:10][CH:9]([C:12]2[C:20]3[C:15](=[N:16][CH:17]=[CH:18][CH:19]=3)[N:14]([CH2:22][CH2:23][O:24][CH2:25][CH3:26])[CH:13]=2)[CH2:8][CH2:7]1)=[O:5])[CH3:2], predict the reactants needed to synthesize it. The reactants are: [CH2:1]([O:3][C:4]([N:6]1[CH2:11][CH2:10][CH:9]([C:12]2[C:20]3[C:15](=[N:16][CH:17]=[CH:18][CH:19]=3)[NH:14][CH:13]=2)[CH2:8][CH2:7]1)=[O:5])[CH3:2].Br[CH2:22][CH2:23][O:24][CH2:25][CH3:26].